This data is from M1 muscarinic receptor agonist screen with 61,833 compounds. The task is: Binary Classification. Given a drug SMILES string, predict its activity (active/inactive) in a high-throughput screening assay against a specified biological target. (1) The drug is O1CCN(CC1)CCNc1nc(N2CCOCC2)nc(n1)NCC=C. The result is 0 (inactive). (2) The result is 0 (inactive). The compound is S(C(C)(C)C)CCNS(=O)(=O)c1ccccc1. (3) The compound is Clc1ccc(Cn2nc(c(NC(=O)c3noc(c4cc5OCOc5cc4)c3)c2C)C)cc1. The result is 0 (inactive). (4) The molecule is s1\c([nH]c(c1)C)=C(/N=O)c1nc(sc1)C. The result is 0 (inactive). (5) The compound is O1CCN(CC1)c1ccc(NC(=O)COc2ccc(cc2)C)cc1. The result is 0 (inactive).